Dataset: Reaction yield outcomes from USPTO patents with 853,638 reactions. Task: Predict the reaction yield, written as a fraction of the theoretical maximum amount of product (1.0 means a 100% yield; for example, 0.34 means a 34% yield). (1) The reactants are [H-].[H-].[H-].[H-].[Li+].[Al+3].[CH2:7]([S:10][C:11]1[CH:19]=[CH:18][CH:17]=[CH:16][C:12]=1[C:13]([NH2:15])=O)[CH:8]=[CH2:9]. The catalyst is C1COCC1. The product is [CH2:7]([S:10][C:11]1[CH:19]=[CH:18][CH:17]=[CH:16][C:12]=1[CH2:13][NH2:15])[CH:8]=[CH2:9]. The yield is 0.910. (2) The reactants are Cl[C:2]1[C:7]([F:8])=[CH:6][N:5]=[C:4]([O:9][CH2:10][C:11]2[CH:16]=[CH:15][CH:14]=[C:13]([O:17][CH3:18])[CH:12]=2)[N:3]=1.[H-].[Na+].[S:21]([NH2:25])([NH2:24])(=[O:23])=[O:22]. The catalyst is CN(C=O)C. The product is [F:8][C:7]1[C:2]([NH:24][S:21]([NH2:25])(=[O:23])=[O:22])=[N:3][C:4]([O:9][CH2:10][C:11]2[CH:16]=[CH:15][CH:14]=[C:13]([O:17][CH3:18])[CH:12]=2)=[N:5][CH:6]=1. The yield is 0.0720. (3) The reactants are C1(P(C2CCCCC2)C2C=CC=CC=2C2C(OC)=CC=CC=2OC)CCCCC1.P([O-])([O-])([O-])=O.[K+].[K+].[K+].[CH3:38][O:39][C:40](=[O:50])[CH2:41][C:42]1[CH:47]=[CH:46][C:45](Cl)=[CH:44][C:43]=1[F:49].[CH2:51]([C:53]([C:72]1[CH:85]=[CH:84][C:75]([O:76][CH2:77][CH:78]([OH:83])[C:79]([CH3:82])([CH3:81])[CH3:80])=[C:74]([CH3:86])[CH:73]=1)([C:56]1[CH:61]=[CH:60][C:59](B2OC(C)(C)C(C)(C)O2)=[C:58]([CH3:71])[CH:57]=1)[CH2:54][CH3:55])[CH3:52]. The catalyst is O.C1(C)C=CC=CC=1.C([O-])(=O)C.[Pd+2].C([O-])(=O)C. The product is [CH3:38][O:39][C:40](=[O:50])[CH2:41][C:42]1[CH:47]=[CH:46][C:45]([C:59]2[CH:60]=[CH:61][C:56]([C:53]([CH2:51][CH3:52])([C:72]3[CH:85]=[CH:84][C:75]([O:76][CH2:77][CH:78]([OH:83])[C:79]([CH3:81])([CH3:82])[CH3:80])=[C:74]([CH3:86])[CH:73]=3)[CH2:54][CH3:55])=[CH:57][C:58]=2[CH3:71])=[CH:44][C:43]=1[F:49]. The yield is 0.320. (4) The yield is 0.700. The product is [CH:26]1([CH2:25][CH:20]([C:17]2[CH:16]=[CH:15][C:14]([I:13])=[CH:19][CH:18]=2)[C:21]([OH:23])=[O:22])[CH2:30][CH2:29][CH2:28][CH2:27]1. The reactants are C(NC(C)C)(C)C.C([Li])CCC.[I:13][C:14]1[CH:19]=[CH:18][C:17]([CH2:20][C:21]([OH:23])=[O:22])=[CH:16][CH:15]=1.I[CH2:25][CH:26]1[CH2:30][CH2:29][CH2:28][CH2:27]1. The catalyst is O1CCCC1.CN1CCCN(C)C1=O. (5) The reactants are Cl[C:2]1[N:11]=[CH:10][CH:9]=[C:8]([C:12]#[N:13])[C:3]=1[C:4]([O:6][CH3:7])=[O:5].[CH3:14][N:15]1[CH:19]=[C:18](B2OC(C)(C)C(C)(C)O2)[CH:17]=[N:16]1.[F-].[K+]. The catalyst is COCCOC.Cl[Pd](Cl)([P](C1C=CC=CC=1)(C1C=CC=CC=1)C1C=CC=CC=1)[P](C1C=CC=CC=1)(C1C=CC=CC=1)C1C=CC=CC=1. The product is [C:12]([C:8]1[C:3]([C:4]([O:6][CH3:7])=[O:5])=[C:2]([C:18]2[CH:17]=[N:16][N:15]([CH3:14])[CH:19]=2)[N:11]=[CH:10][CH:9]=1)#[N:13]. The yield is 0.523. (6) The reactants are [C:1]([O:5][C:6]([N:8]1[CH2:12][CH2:11][CH2:10][CH:9]1[C:13]1[NH:14][C:15]([C:18]2[CH:23]=[CH:22][C:21](Br)=[CH:20][CH:19]=2)=[CH:16][N:17]=1)=[O:7])([CH3:4])([CH3:3])[CH3:2].[CH3:25][O:26][C:27](=[O:64])[NH:28][CH:29]([C:33]([N:35]1[CH2:39][CH2:38][CH2:37][CH:36]1[C:40]1[NH:41][C:42]([C:45]2[CH:54]=[CH:53][C:52]3[C:47](=[CH:48][CH:49]=[C:50](B4OC(C)(C)C(C)(C)O4)[CH:51]=3)[CH:46]=2)=[CH:43][N:44]=1)=[O:34])[CH:30]([CH3:32])[CH3:31].[O-]P([O-])([O-])=O.[K+].[K+].[K+].CC1(C)C2C(=C(P(C3C=CC=CC=3)C3C=CC=CC=3)C=CC=2)OC2C(P(C3C=CC=CC=3)C3C=CC=CC=3)=CC=CC1=2. The catalyst is COCCOC.CCOC(C)=O.CO.C1C=CC(/C=C/C(/C=C/C2C=CC=CC=2)=O)=CC=1.C1C=CC(/C=C/C(/C=C/C2C=CC=CC=2)=O)=CC=1.C1C=CC(/C=C/C(/C=C/C2C=CC=CC=2)=O)=CC=1.[Pd].[Pd]. The product is [C:1]([O:5][C:6]([N:8]1[CH2:12][CH2:11][CH2:10][CH:9]1[C:13]1[NH:14][C:15]([C:18]2[CH:23]=[CH:22][C:21]([C:50]3[CH:49]=[CH:48][C:47]4[C:52](=[CH:53][CH:54]=[C:45]([C:42]5[NH:41][C:40]([CH:36]6[CH2:37][CH2:38][CH2:39][N:35]6[C:33](=[O:34])[CH:29]([NH:28][C:27]([O:26][CH3:25])=[O:64])[CH:30]([CH3:32])[CH3:31])=[N:44][CH:43]=5)[CH:46]=4)[CH:51]=3)=[CH:20][CH:19]=2)=[CH:16][N:17]=1)=[O:7])([CH3:4])([CH3:3])[CH3:2]. The yield is 0.490. (7) The reactants are [Cl:1][C:2]1[CH:7]=[CH:6][C:5]([O:8][CH3:9])=[CH:4][C:3]=1[NH:10][C:11]1[C:12]([NH:21][S:22]([C:25]2[CH:26]=[C:27]([CH:31]=[CH:32][CH:33]=2)[C:28]([OH:30])=O)(=[O:24])=[O:23])=[N:13][C:14]2[C:19]([N:20]=1)=[CH:18][CH:17]=[CH:16][CH:15]=2.F[P-](F)(F)(F)(F)F.N1(OC(N(C)C)=[N+](C)C)C2N=CC=CC=2N=N1.C(N(C(C)C)C(C)C)C.[CH3:67][N:68]([CH3:72])[CH2:69][CH2:70][NH2:71]. The catalyst is CN(C)C=O.C(OCC)(=O)C. The product is [Cl:1][C:2]1[CH:7]=[CH:6][C:5]([O:8][CH3:9])=[CH:4][C:3]=1[NH:10][C:11]1[C:12]([NH:21][S:22]([C:25]2[CH:26]=[C:27]([CH:31]=[CH:32][CH:33]=2)[C:28]([NH:71][CH2:70][CH2:69][N:68]([CH3:72])[CH3:67])=[O:30])(=[O:23])=[O:24])=[N:13][C:14]2[C:19]([N:20]=1)=[CH:18][CH:17]=[CH:16][CH:15]=2. The yield is 0.870.